Predict the product of the given reaction. From a dataset of Forward reaction prediction with 1.9M reactions from USPTO patents (1976-2016). (1) Given the reactants [NH2:1][C:2]1[CH:10]=[CH:9][C:8]([N:11]2[CH2:16][CH2:15][N:14]([CH3:17])[CH2:13][CH2:12]2)=[CH:7][C:3]=1[C:4]([OH:6])=[O:5].O.[O:19]=[C:20](Cl)OC(Cl)(Cl)Cl, predict the reaction product. The product is: [CH3:17][N:14]1[CH2:15][CH2:16][N:11]([C:8]2[CH:7]=[C:3]3[C:4]([O:6][C:20](=[O:19])[NH:1][C:2]3=[CH:10][CH:9]=2)=[O:5])[CH2:12][CH2:13]1. (2) Given the reactants [CH3:1][CH:2]1[NH:7][CH2:6][C:5]2[S:8][C:9]([C:11]([O-:13])=O)=[N:10][C:4]=2[CH2:3]1.[Li+].Cl.[Cl:16][C:17]1[CH:18]=[C:19]2[C:24](=[CH:25][CH:26]=1)[CH:23]=[C:22]([S:27]([N:30]1[CH2:35][CH2:34][NH:33][CH:32]([C:36](=[O:47])[NH:37][CH2:38][C:39]3[CH:44]=[CH:43][CH:42]=[CH:41][C:40]=3[O:45][CH3:46])[CH2:31]1)(=[O:29])=[O:28])[CH:21]=[CH:20]2, predict the reaction product. The product is: [ClH:16].[Cl:16][C:17]1[CH:18]=[C:19]2[C:24](=[CH:25][CH:26]=1)[CH:23]=[C:22]([S:27]([N:30]1[CH2:35][CH2:34][N:33]([C:11]([C:9]3[S:8][C:5]4[CH2:6][NH:7][CH:2]([CH3:1])[CH2:3][C:4]=4[N:10]=3)=[O:13])[CH:32]([C:36](=[O:47])[NH:37][CH2:38][C:39]3[CH:44]=[CH:43][CH:42]=[CH:41][C:40]=3[O:45][CH3:46])[CH2:31]1)(=[O:28])=[O:29])[CH:21]=[CH:20]2. (3) Given the reactants [Cl:1][C:2]1[CH:18]=[CH:17][C:16]([C:19]([F:22])([F:21])[F:20])=[CH:15][C:3]=1[C:4]([NH:6][C@H:7]1[CH2:12][CH2:11][C@H:10]([CH:13]=[O:14])[CH2:9][CH2:8]1)=[O:5].[CH3:23][Mg]Br, predict the reaction product. The product is: [Cl:1][C:2]1[CH:18]=[CH:17][C:16]([C:19]([F:20])([F:21])[F:22])=[CH:15][C:3]=1[C:4]([NH:6][C@H:7]1[CH2:12][CH2:11][C@H:10]([C@@H:13]([OH:14])[CH3:23])[CH2:9][CH2:8]1)=[O:5]. (4) The product is: [CH2:14]([O:1][CH2:2][CH2:3][NH:4][C:5](=[O:11])[O:6][C:7]([CH3:8])([CH3:10])[CH3:9])[C:15]1[CH:20]=[CH:19][CH:18]=[CH:17][CH:16]=1. Given the reactants [OH:1][CH2:2][CH2:3][NH:4][C:5](=[O:11])[O:6][C:7]([CH3:10])([CH3:9])[CH3:8].[H-].[Na+].[CH2:14](Br)[C:15]1[CH:20]=[CH:19][CH:18]=[CH:17][CH:16]=1.O, predict the reaction product. (5) The product is: [CH3:1][O:2][C:3](=[O:38])[C@@H:4]([NH:14][C:15]([C:17]1[C:22]([CH2:23][CH3:24])=[N:21][C:20]([NH:25][CH2:26][CH2:27][CH2:28][C:29]2[CH:34]=[CH:33][CH:32]=[C:31]([OH:35])[CH:30]=2)=[N:19][C:18]=1[CH2:36][CH3:37])=[O:16])[CH2:5][NH:6][C:7]([C:54]1[S:53][CH:57]=[CH:39][CH:41]=1)=[O:9]. Given the reactants [CH3:1][O:2][C:3](=[O:38])[C@@H:4]([NH:14][C:15]([C:17]1[C:18]([CH2:36][CH3:37])=[N:19][C:20]([NH:25][CH2:26][CH2:27][CH2:28][C:29]2[CH:34]=[CH:33][CH:32]=[C:31]([OH:35])[CH:30]=2)=[N:21][C:22]=1[CH2:23][CH3:24])=[O:16])[CH2:5][NH:6][C:7]([O:9]C(C)(C)C)=O.[C:39](O)([C:41](F)(F)F)=O.C(N(CC)CC)C.[S:53]1[CH:57]=CC=[C:54]1C(O)=O.CN(C(ON1N=NC2C=CC=CC1=2)=[N+](C)C)C.F[P-](F)(F)(F)(F)F.C1C=CC2N(O)N=NC=2C=1, predict the reaction product. (6) Given the reactants [CH2:1]([O:8][C:9](=[O:33])[C:10]1[C:15]([F:16])=[C:14]([F:17])[C:13]([N:18]2[CH2:22][CH2:21][C@H:20]([NH:23][C:24]([O:26][C:27]([CH3:30])([CH3:29])[CH3:28])=[O:25])[CH2:19]2)=[C:12]([F:31])[C:11]=1F)[C:2]1[CH:7]=[CH:6][CH:5]=[CH:4][CH:3]=1.[CH:34]1([NH2:37])[CH2:36][CH2:35]1, predict the reaction product. The product is: [CH2:1]([O:8][C:9](=[O:33])[C:10]1[C:15]([F:16])=[C:14]([F:17])[C:13]([N:18]2[CH2:22][CH2:21][C@H:20]([NH:23][C:24]([O:26][C:27]([CH3:30])([CH3:28])[CH3:29])=[O:25])[CH2:19]2)=[C:12]([F:31])[C:11]=1[NH:37][CH:34]1[CH2:36][CH2:35]1)[C:2]1[CH:7]=[CH:6][CH:5]=[CH:4][CH:3]=1. (7) Given the reactants [OH:1][CH2:2][CH2:3][CH2:4][NH:5][C:6](=[O:12])[O:7][C:8]([CH3:11])([CH3:10])[CH3:9].CC(OI1(OC(C)=O)(OC(C)=O)OC(=O)C2C=CC=CC1=2)=O.[O-]S([O-])(=S)=O.[Na+].[Na+].C([O-])(O)=O.[Na+], predict the reaction product. The product is: [C:8]([O:7][C:6]([NH:5][CH2:4][CH2:3][CH:2]=[O:1])=[O:12])([CH3:11])([CH3:10])[CH3:9]. (8) Given the reactants [CH3:1][S:2](Cl)(=[O:4])=[O:3].[Cl:6][C:7]1[CH:8]=[C:9]([CH:14]2[CH2:19][CH:18]([OH:20])[CH2:17][CH2:16][O:15]2)[CH:10]=[CH:11][C:12]=1[F:13].CCN(C(C)C)C(C)C, predict the reaction product. The product is: [CH3:1][S:2]([O:20][CH:18]1[CH2:17][CH2:16][O:15][CH:14]([C:9]2[CH:10]=[CH:11][C:12]([F:13])=[C:7]([Cl:6])[CH:8]=2)[CH2:19]1)(=[O:4])=[O:3]. (9) Given the reactants CO[C:3](=[O:12])[C:4]1[CH:9]=[C:8](Br)[C:7](Cl)=[N:6][CH:5]=1.[OH:13][CH2:14][CH:15]1[CH2:17][CH2:16]1.[F:18][C:19]([F:30])([F:29])[C:20]1[CH:25]=[CH:24][C:23](B(O)O)=[CH:22][CH:21]=1.[NH2:31][CH2:32][C@:33]([CH3:38])([CH:35]1[CH2:37][CH2:36]1)[OH:34], predict the reaction product. The product is: [CH:35]1([C@@:33]([OH:34])([CH3:38])[CH2:32][NH:31][C:3](=[O:12])[C:4]2[CH:9]=[C:8]([C:23]3[CH:24]=[CH:25][C:20]([C:19]([F:30])([F:29])[F:18])=[CH:21][CH:22]=3)[C:7]([O:13][CH2:14][CH:15]3[CH2:17][CH2:16]3)=[N:6][CH:5]=2)[CH2:37][CH2:36]1.